This data is from Catalyst prediction with 721,799 reactions and 888 catalyst types from USPTO. The task is: Predict which catalyst facilitates the given reaction. (1) Reactant: [CH2:1]1[S:5][C@H:4]([CH2:6][OH:7])[O:3][C@@H:2]1[N:8]1[C:13](=[O:14])[N:12]=[C:11]([NH2:15])[CH:10]=[CH:9]1.N1C=CC=CC=1.[C:22](Cl)(=[O:29])[O:23][CH2:24][C:25]([Cl:28])([Cl:27])[Cl:26]. The catalyst class is: 239. Product: [OH:7][CH2:6][C@H:4]1[S:5][CH2:1][C@@H:2]([N:8]2[CH:9]=[CH:10][C:11]([NH:15][C:22](=[O:29])[O:23][CH2:24][C:25]([Cl:28])([Cl:27])[Cl:26])=[N:12][C:13]2=[O:14])[O:3]1. (2) Reactant: [N+:1]([C:4]1[CH:5]=[CH:6][C:7]([C:10]([N:12]2[CH2:17][CH2:16][CH2:15][CH2:14][CH2:13]2)=[O:11])=[N:8][CH:9]=1)([O-])=O.[H][H]. Product: [N:12]1([C:10]([C:7]2[N:8]=[CH:9][C:4]([NH2:1])=[CH:5][CH:6]=2)=[O:11])[CH2:17][CH2:16][CH2:15][CH2:14][CH2:13]1. The catalyst class is: 15.